This data is from Catalyst prediction with 721,799 reactions and 888 catalyst types from USPTO. The task is: Predict which catalyst facilitates the given reaction. (1) Reactant: C([O:3][C:4]([C:6]1([NH:15][C:16](=[O:29])[C:17]2[CH:22]=[CH:21][CH:20]=[C:19]([CH3:23])[C:18]=2[C:24](=[O:28])[CH:25]([CH3:27])[CH3:26])[CH2:14][C:13]2[C:8](=[CH:9][CH:10]=[CH:11][CH:12]=2)[CH2:7]1)=[O:5])C.[OH-].[K+].O. The catalyst class is: 14. Product: [C:24]([C:18]1[C:19]([CH3:23])=[CH:20][CH:21]=[CH:22][C:17]=1[C:16]([NH:15][C:6]1([C:4]([OH:5])=[O:3])[CH2:7][C:8]2[C:13](=[CH:12][CH:11]=[CH:10][CH:9]=2)[CH2:14]1)=[O:29])(=[O:28])[CH:25]([CH3:27])[CH3:26]. (2) Reactant: [CH3:1][C@:2]12[C:9]([CH3:11])([CH3:10])[CH:6]([CH2:7][CH2:8]1)[C:5](=[O:12])[CH2:4][C:3]2=[O:13].C(N(CC)CC)C.[F:21][C:22]([F:33])([F:32])[C:23]1[CH:28]=[CH:27][C:26]([N:29]=[C:30]=[O:31])=[CH:25][CH:24]=1. Product: [F:21][C:22]([F:32])([F:33])[C:23]1[CH:24]=[CH:25][C:26]([NH:29][C:30]([CH:4]2[C:5](=[O:12])[CH:6]3[C:9]([CH3:10])([CH3:11])[C@@:2]([CH3:1])([CH2:8][CH2:7]3)[C:3]2=[O:13])=[O:31])=[CH:27][CH:28]=1. The catalyst class is: 119. (3) Reactant: [NH2:1][C:2]1[CH:3]=[C:4]([S:8]([CH3:14])(=[N:10][N+:11]([O-:13])=[O:12])=[O:9])[CH:5]=[CH:6][CH:7]=1.[Br:15][C:16]1[C:17]([NH:23][C@H:24]([CH3:27])[CH2:25][OH:26])=[N:18][C:19](Cl)=[N:20][CH:21]=1.Cl.C([O-])(O)=O.[Na+]. Product: [Br:15][C:16]1[C:17]([NH:23][C@H:24]([CH3:27])[CH2:25][OH:26])=[N:18][C:19]([NH:1][C:2]2[CH:3]=[C:4]([S:8]([CH3:14])(=[N:10][N+:11]([O-:13])=[O:12])=[O:9])[CH:5]=[CH:6][CH:7]=2)=[N:20][CH:21]=1. The catalyst class is: 880. (4) Reactant: [F:1][CH:2]([F:13])[O:3][C:4]1[CH:5]=[C:6]2[C:10](=[CH:11][CH:12]=1)[NH:9][CH:8]=[CH:7]2.P(Cl)(Cl)(Cl)=O.CN([CH:22]=[O:23])C.Cl([O-])=[O:25].[Na+].P([O-])(O)(O)=O.[Na+]. Product: [F:13][CH:2]([F:1])[O:3][C:4]1[CH:5]=[C:6]2[C:10](=[CH:11][CH:12]=1)[NH:9][CH:8]=[C:7]2[C:22]([OH:23])=[O:25]. The catalyst class is: 12.